Dataset: Full USPTO retrosynthesis dataset with 1.9M reactions from patents (1976-2016). Task: Predict the reactants needed to synthesize the given product. (1) Given the product [NH2:1][C@H:2]1[CH2:7][C@@H:6]([C:8]([F:9])([F:10])[F:11])[CH2:5][N:4]([C:12]2[C:17]([NH:18][C:19]([C:21]3[CH:26]=[CH:25][C:24]([F:27])=[C:23]([C:28]4[C:29]([F:39])=[CH:30][C:31]([C:35]([OH:38])([CH3:37])[CH3:36])=[CH:32][C:33]=4[F:34])[N:22]=3)=[O:20])=[CH:16][N:15]=[C:14]3[CH:40]([OH:43])[CH2:41][CH2:42][C:13]=23)[CH2:3]1, predict the reactants needed to synthesize it. The reactants are: [NH2:1][C@H:2]1[CH2:7][C@@H:6]([C:8]([F:11])([F:10])[F:9])[CH2:5][N:4]([C:12]2[C:17]([NH:18][C:19]([C:21]3[CH:26]=[CH:25][C:24]([F:27])=[C:23]([C:28]4[C:33]([F:34])=[CH:32][C:31]([C:35]([OH:38])([CH3:37])[CH3:36])=[CH:30][C:29]=4[F:39])[N:22]=3)=[O:20])=[CH:16][N:15]=[C:14]3[C@H:40]([OH:43])[CH2:41][CH2:42][C:13]=23)[CH2:3]1.N[C@H]1C[C@@H](C(F)(F)F)CN(C2C(NC(C3C=CC(F)=C(C4C(F)=CC(C(O)(C)C)=CC=4F)N=3)=O)=CN=C3[C@@H](O)CCC=23)C1. (2) Given the product [Cl:1][C:2]1[N:7]=[C:6]([C:8]2[S:12][C:11]([N:13]3[CH2:14][CH2:15][O:16][CH2:17][CH2:18]3)=[N:10][C:9]=2[C:19]2[C:20]([F:26])=[C:21]([NH:22][S:35]([C:29]3[CH:30]=[C:31]([F:34])[CH:32]=[CH:33][C:28]=3[F:27])(=[O:37])=[O:36])[CH:23]=[CH:24][CH:25]=2)[CH:5]=[CH:4][N:3]=1, predict the reactants needed to synthesize it. The reactants are: [Cl:1][C:2]1[N:7]=[C:6]([C:8]2[S:12][C:11]([N:13]3[CH2:18][CH2:17][O:16][CH2:15][CH2:14]3)=[N:10][C:9]=2[C:19]2[C:20]([F:26])=[C:21]([CH:23]=[CH:24][CH:25]=2)[NH2:22])[CH:5]=[CH:4][N:3]=1.[F:27][C:28]1[CH:33]=[CH:32][C:31]([F:34])=[CH:30][C:29]=1[S:35](Cl)(=[O:37])=[O:36]. (3) The reactants are: [CH3:1][NH:2][C:3]1[CH:4]=[N:5][CH:6]=[CH:7][C:8]=1[C:9]1[CH:14]=[CH:13][CH:12]=[CH:11][CH:10]=1.[Li+].C[Si]([N-][Si](C)(C)C)(C)C.[F:25][C:26]([F:41])([F:40])[C:27]1[CH:28]=[C:29]([CH:33]=[C:34]([C:36]([F:39])([F:38])[F:37])[CH:35]=1)[C:30](Cl)=[O:31]. Given the product [CH3:1][N:2]([C:3]1[CH:4]=[N:5][CH:6]=[CH:7][C:8]=1[C:9]1[CH:10]=[CH:11][CH:12]=[CH:13][CH:14]=1)[C:30](=[O:31])[C:29]1[CH:33]=[C:34]([C:36]([F:37])([F:38])[F:39])[CH:35]=[C:27]([C:26]([F:25])([F:40])[F:41])[CH:28]=1, predict the reactants needed to synthesize it. (4) Given the product [Cl:1][C:2]1[C:3](/[C:9](=[N:25]\[O:26][CH2:27][CH3:28])/[C@@H:10]([NH:12][C:13](=[O:24])[C:14]2[CH:19]=[CH:18][CH:17]=[CH:16][C:15]=2[C:20]([F:22])([F:21])[F:23])[CH3:11])=[N:4][CH:5]=[C:6]([Cl:8])[CH:7]=1, predict the reactants needed to synthesize it. The reactants are: [Cl:1][C:2]1[C:3]([C:9](=[N:25][O:26][CH2:27][CH3:28])[C@@H:10]([NH:12][C:13](=[O:24])[C:14]2[CH:19]=[CH:18][CH:17]=[CH:16][C:15]=2[C:20]([F:23])([F:22])[F:21])[CH3:11])=[N:4][CH:5]=[C:6]([Cl:8])[CH:7]=1. (5) Given the product [F:29][CH2:28][C:27]1([OH:30])[CH2:26][O:25][C:21](=[O:15])[CH2:24]1, predict the reactants needed to synthesize it. The reactants are: C(NC(C)C)(C)C.C([Li])CCC.C(OC(C)(C)C)(=[O:15])C.[C:21]([O:25][CH2:26][C:27](=[O:30])[CH2:28][F:29])([CH3:24])(C)C.CC(C)=O.C(=O)=O.S(=O)(=O)(O)O.[Cl-].[Na+]. (6) Given the product [CH2:3]=[C:26]1[C@@H:24]2[O:25][C:10]3[C:11]4[C@:16]52[CH2:17][CH2:18][N:19]([CH2:20][CH:21]2[CH2:22][CH2:23]2)[C@H:14]([CH2:13][C:12]=4[CH:7]=[CH:8][C:9]=3[OH:31])[C@:15]5([OH:30])[CH2:29][CH2:28]1.[ClH:32], predict the reactants needed to synthesize it. The reactants are: O([C:3](C)(C)C)[K].[CH:7]1[C:12]2[CH2:13][C@H:14]3[N:19]([CH2:20][CH:21]4[CH2:23][CH2:22]4)[CH2:18][CH2:17][C@:16]45[C@H:24]([C:26]([CH2:28][CH2:29][C@@:15]34[OH:30])=O)[O:25][C:10]([C:11]=25)=[C:9]([OH:31])[CH:8]=1.[Cl-:32].[NH4+].Cl. (7) Given the product [N+:25]([C:17]1[CH:18]=[C:19]([N:20]2[N:24]=[CH:23][CH:22]=[N:21]2)[C:14]([N:1]2[CH2:6][CH2:5][O:4][CH2:3][CH2:2]2)=[N:15][CH:16]=1)([O-:27])=[O:26], predict the reactants needed to synthesize it. The reactants are: [NH:1]1[CH2:6][CH2:5][O:4][CH2:3][CH2:2]1.O1CCOCC1.Cl[C:14]1[C:19]([N:20]2[N:24]=[CH:23][CH:22]=[N:21]2)=[CH:18][C:17]([N+:25]([O-:27])=[O:26])=[CH:16][N:15]=1.